Dataset: NCI-60 drug combinations with 297,098 pairs across 59 cell lines. Task: Regression. Given two drug SMILES strings and cell line genomic features, predict the synergy score measuring deviation from expected non-interaction effect. (1) Drug 1: C1CN1P(=S)(N2CC2)N3CC3. Drug 2: CC1CCCC2(C(O2)CC(NC(=O)CC(C(C(=O)C(C1O)C)(C)C)O)C(=CC3=CSC(=N3)C)C)C. Cell line: A549. Synergy scores: CSS=62.1, Synergy_ZIP=-4.48, Synergy_Bliss=-6.79, Synergy_Loewe=-4.38, Synergy_HSA=0.0467. (2) Drug 1: CN(C)N=NC1=C(NC=N1)C(=O)N. Drug 2: C1=CC(=CC=C1CCCC(=O)O)N(CCCl)CCCl. Cell line: MCF7. Synergy scores: CSS=23.7, Synergy_ZIP=-9.29, Synergy_Bliss=-2.27, Synergy_Loewe=-10.4, Synergy_HSA=-2.45. (3) Drug 1: CNC(=O)C1=CC=CC=C1SC2=CC3=C(C=C2)C(=NN3)C=CC4=CC=CC=N4. Drug 2: CC1CCCC2(C(O2)CC(NC(=O)CC(C(C(=O)C(C1O)C)(C)C)O)C(=CC3=CSC(=N3)C)C)C. Cell line: T-47D. Synergy scores: CSS=4.77, Synergy_ZIP=-0.279, Synergy_Bliss=3.37, Synergy_Loewe=0.728, Synergy_HSA=2.57. (4) Drug 1: CS(=O)(=O)CCNCC1=CC=C(O1)C2=CC3=C(C=C2)N=CN=C3NC4=CC(=C(C=C4)OCC5=CC(=CC=C5)F)Cl. Drug 2: CC1CCCC2(C(O2)CC(NC(=O)CC(C(C(=O)C(C1O)C)(C)C)O)C(=CC3=CSC(=N3)C)C)C. Cell line: PC-3. Synergy scores: CSS=38.6, Synergy_ZIP=2.15, Synergy_Bliss=1.66, Synergy_Loewe=-0.0809, Synergy_HSA=3.91.